Dataset: Reaction yield outcomes from USPTO patents with 853,638 reactions. Task: Predict the reaction yield, written as a fraction of the theoretical maximum amount of product (1.0 means a 100% yield; for example, 0.34 means a 34% yield). (1) The product is [CH:34]1([C:37]([O:16][NH:15][C:14]([CH2:13][C@@H:12]([N:18]2[C:26](=[O:27])[C:25]3[C:20](=[CH:21][CH:22]=[CH:23][C:24]=3[NH:28][C:29]([CH:31]3[CH2:33][CH2:32]3)=[O:30])[CH2:19]2)[C:6]2[CH:7]=[CH:8][C:9]([O:10][CH3:11])=[C:4]([O:3][CH2:1][CH3:2])[CH:5]=2)=[O:17])=[O:38])[CH2:36][CH2:35]1. The catalyst is C(#N)C. The yield is 0.660. The reactants are [CH2:1]([O:3][C:4]1[CH:5]=[C:6]([C@H:12]([N:18]2[C:26](=[O:27])[C:25]3[C:20](=[CH:21][CH:22]=[CH:23][C:24]=3[NH:28][C:29]([CH:31]3[CH2:33][CH2:32]3)=[O:30])[CH2:19]2)[CH2:13][C:14](=[O:17])[NH:15][OH:16])[CH:7]=[CH:8][C:9]=1[O:10][CH3:11])[CH3:2].[CH:34]1([C:37](Cl)=[O:38])[CH2:36][CH2:35]1. (2) The reactants are [Br:1][C:2]1[CH:3]=[N:4][CH:5]=[C:6]([CH:9]=1)[CH:7]=O.CCN(CC)CC.[CH3:17][N+:18]([O-:20])=[O:19].C(OC(=O)C)(=O)C. The catalyst is C(Cl)Cl.CN(C1C=CN=CC=1)C.O. The product is [Br:1][C:2]1[CH:3]=[N:4][CH:5]=[C:6](/[CH:7]=[CH:17]/[N+:18]([O-:20])=[O:19])[CH:9]=1. The yield is 0.665. (3) The yield is 0.420. The reactants are [ClH:1].[NH2:2][C:3]([C:6]1[N:7]=[N:8][N:9]([CH2:11][CH2:12][N+:13]([CH3:16])([CH3:15])[CH3:14])[CH:10]=1)([CH3:5])[CH3:4].[Cl:17]OC(C)(C)C. The product is [Cl-:17].[Cl:1][N:2]([Cl:17])[C:3]([C:6]1[N:7]=[N:8][N:9]([CH2:11][CH2:12][N+:13]([CH3:14])([CH3:16])[CH3:15])[CH:10]=1)([CH3:5])[CH3:4]. The catalyst is CO. (4) The reactants are [CH3:1][Mg]Br.CON(C)[C:7]([C:9]1[N:10]([S:22](=[O:27])(=[O:26])[N:23]([CH3:25])[CH3:24])[N:11]=[C:12]([CH2:14][O:15][C:16]2[CH:21]=[CH:20][CH:19]=[CH:18][CH:17]=2)[CH:13]=1)=[O:8]. The catalyst is C1(C)C=CC=CC=1.C1COCC1.[NH4+].[Cl-]. The product is [CH3:25][N:23]([CH3:24])[S:22]([N:10]1[C:9]([C:7](=[O:8])[CH3:1])=[CH:13][C:12]([CH2:14][O:15][C:16]2[CH:17]=[CH:18][CH:19]=[CH:20][CH:21]=2)=[N:11]1)(=[O:26])=[O:27]. The yield is 0.890. (5) The reactants are [CH2:1]([C:3]1[N:11]=[C:10]([O:12][CH3:13])[C:9]([NH:14][C:15]([N:17]2[CH2:22][CH2:21][N:20]([C:23]3[CH:28]=[CH:27][CH:26]=[C:25]([F:29])[CH:24]=3)[CH2:19][CH2:18]2)=[O:16])=[CH:8][C:4]=1[C:5](O)=[O:6])[CH3:2].[CH:30]1[C:43]2[C:34](=[N:35][C:36]3[C:41]([C:42]=2[NH:44][C:45]2[CH:46]=[C:47]([NH:53][C:54](=[O:58])[CH:55]([NH2:57])[CH3:56])[CH:48]=[C:49]([CH2:51][OH:52])[CH:50]=2)=[CH:40][CH:39]=[CH:38][CH:37]=3)[CH:33]=[CH:32][CH:31]=1. No catalyst specified. The product is [CH:40]1[C:41]2[C:36](=[N:35][C:34]3[C:43]([C:42]=2[NH:44][C:45]2[CH:46]=[C:47]([NH:53][C:54]([CH:55]([NH:57][C:5]([C:4]4[CH:8]=[C:9]([NH:14][C:15]([N:17]5[CH2:22][CH2:21][N:20]([C:23]6[CH:28]=[CH:27][CH:26]=[C:25]([F:29])[CH:24]=6)[CH2:19][CH2:18]5)=[O:16])[C:10]([O:12][CH3:13])=[N:11][C:3]=4[CH2:1][CH3:2])=[O:6])[CH3:56])=[O:58])[CH:48]=[C:49]([CH2:51][OH:52])[CH:50]=2)=[CH:30][CH:31]=[CH:32][CH:33]=3)[CH:37]=[CH:38][CH:39]=1. The yield is 0.534. (6) The reactants are [CH3:1][S:2]([NH:5][CH2:6][C:7]1[CH:15]=[CH:14][C:10]([C:11]([OH:13])=[O:12])=[CH:9][CH:8]=1)(=[O:4])=[O:3].O[CH2:17][C:18]([O:20][CH2:21][C:22]1[CH:27]=[CH:26][CH:25]=[CH:24][CH:23]=1)=[O:19].C(Cl)CCl. The catalyst is C(Cl)Cl.C(Cl)Cl.CO.CN(C1C=CN=CC=1)C. The product is [CH3:1][S:2]([NH:5][CH2:6][C:7]1[CH:15]=[CH:14][C:10]([C:11]([O:13][CH2:17][C:18]([O:20][CH2:21][C:22]2[CH:27]=[CH:26][CH:25]=[CH:24][CH:23]=2)=[O:19])=[O:12])=[CH:9][CH:8]=1)(=[O:4])=[O:3]. The yield is 0.607. (7) The reactants are [CH3:1][C:2]([C:6]1[CH:11]=[CH:10][CH:9]=[CH:8][CH:7]=1)([CH3:5])[CH2:3][OH:4].C(N(CC)CC)C.N1C=CC=CC=1.O. The catalyst is CS(C)=O. The product is [CH3:5][C:2]([C:6]1[CH:11]=[CH:10][CH:9]=[CH:8][CH:7]=1)([CH3:1])[CH:3]=[O:4]. The yield is 0.916. (8) The reactants are [Br:1][C:2]1[CH:3]=[C:4]([CH:7]=[C:8]([OH:11])[C:9]=1[OH:10])[CH:5]=[O:6].C([O-])([O-])=O.[K+].[K+].Br[CH2:19][CH2:20]Br.O. The catalyst is CN(C=O)C. The product is [Br:1][C:2]1[C:9]2[O:10][CH2:19][CH2:20][O:11][C:8]=2[CH:7]=[C:4]([CH:5]=[O:6])[CH:3]=1. The yield is 0.990. (9) The reactants are [C:1]([O:5][C:6]([N:8]1[C:16]2[CH:15]=[CH:14][C:13]([Cl:17])=[CH:12][C:11]=2[C:10]2[CH2:18][CH:19]([C:21]([S:27]([C:30]3[CH:35]=[CH:34][CH:33]=[CH:32][CH:31]=3)(=[O:29])=[O:28])([C:23](OC)=[O:24])[CH3:22])[CH2:20][C:9]1=2)=[O:7])([CH3:4])([CH3:3])[CH3:2].[H-].[H-].[H-].[H-].[Li+].[Al+3]. The catalyst is C1COCC1. The product is [C:1]([O:5][C:6]([N:8]1[C:16]2[CH:15]=[CH:14][C:13]([Cl:17])=[CH:12][C:11]=2[C:10]2[CH2:18][CH:19]([C:21]([S:27]([C:30]3[CH:31]=[CH:32][CH:33]=[CH:34][CH:35]=3)(=[O:28])=[O:29])([CH3:22])[CH2:23][OH:24])[CH2:20][C:9]1=2)=[O:7])([CH3:2])([CH3:3])[CH3:4]. The yield is 0.350. (10) The reactants are C([O:8][CH2:9][CH2:10][CH2:11][N:12]1[C:20]2[C:15](=[CH:16][CH:17]=[CH:18][CH:19]=2)[C:14]2([C:24]3=[CH:25][C:26]4[O:30][CH2:29][O:28][C:27]=4[CH:31]=[C:23]3[O:22][CH2:21]2)[C:13]1=[O:32])C1C=CC=CC=1.[H][H]. The catalyst is CO.[Pd]. The product is [OH:8][CH2:9][CH2:10][CH2:11][N:12]1[C:20]2[C:15](=[CH:16][CH:17]=[CH:18][CH:19]=2)[C:14]2([C:24]3=[CH:25][C:26]4[O:30][CH2:29][O:28][C:27]=4[CH:31]=[C:23]3[O:22][CH2:21]2)[C:13]1=[O:32]. The yield is 0.980.